This data is from Experimentally validated miRNA-target interactions with 360,000+ pairs, plus equal number of negative samples. The task is: Binary Classification. Given a miRNA mature sequence and a target amino acid sequence, predict their likelihood of interaction. (1) The miRNA is hsa-miR-6833-5p with sequence GUGUGGAAGAUGGGAGGAGAAA. The protein sequence of the target gene is MAFFTGLWGPFTCVSRVLSHHCFSTTGSLSAIQKMTRVRVVDNSALGNSPYHRAPRCIHVYKKNGVGKVGDQILLAIKGQKKKALIVGHCMPGPRMTPRFDSNNVVLIEDNGNPVGTRIKTPIPTSLRKREGEYSKVLAIAQNFV. Result: 0 (no interaction). (2) The protein sequence of the target gene is MSYNYVVTAQKPTAVNGCVTGHFTSAEDLNLLIAKNTRLEIYVVTAEGLRPVKEVGMYGKIAVMELFRPKGESKDLLFILTAKYNACILEYKQSGESIDIITRAHGNVQDRIGRPSETGIIGIIDPECRMIGLRLYDGLFKVIPLDRDNKELKAFNIRLEELHVIDVKFLYGCQAPTICFVYQDPQGRHVKTYEVSLREKEFNKGPWKQENVEAEASMVIAVPEPFGGAIIIGQESITYHNGDKYLAIAPPIIKQSTIVCHNRVDPNGSRYLLGDMEGRLFMLLLEKEEQMDGTVTLKDL.... The miRNA is hsa-miR-30c-5p with sequence UGUAAACAUCCUACACUCUCAGC. Result: 1 (interaction). (3) The miRNA is hsa-miR-515-3p with sequence GAGUGCCUUCUUUUGGAGCGUU. The protein sequence of the target gene is MQRLLFPPLRALKGRQYLPLLAPRAAPRAQCDCIRRPLRPGQYSTISEVALQSGRGTVSLPSKAAERVVGRWLLVCSGTVAGAVILGGVTRLTESGLSMVDWHLIKEMKPPTSQEEWEAEFQRYQQFPEFKILNHDMTLTEFKFIWYMEYSHRMWGRLVGLVYILPAAYFWRKGWLSRGMKGRVLALCGLVCFQGLLGWYMVKSGLEEKSDSHDIPRVSQYRLAAHLGSALVLYCASLWTSLSLLLPPHKLPETHQLLQLRRFAHGTAGLVFLTALSGAFVAGLDAGLVYNSFPKMGESW.... Result: 1 (interaction). (4) The miRNA is hsa-miR-92a-3p with sequence UAUUGCACUUGUCCCGGCCUGU. The protein sequence of the target gene is MAVAELYTQYNRVWIPDPEEVWKSAEIAKDYRVGDKVLRLLLEDGTELDYSVNPESLPPLRNPDILVGENDLTALSYLHEPAVLHNLRIRFAESKLIYTYSGIILVAMNPYKQLPIYGDAIIHAYSGQNMGDMDPHIFAVAEEAYKQMARNNRNQSIIVSGESGAGKTVSARYAMRYFATVSKSGSNAHVEDKVLASNPITEAVGNAKTTRNDNSSRFGKYTEISFDEQNQIIGANMSTYLLEKSRVVFQSENERNYHIFYQLCASAQQSEFKHLKLGSAEEFNYTRMGGNTVIEGVNDR.... Result: 1 (interaction). (5) The miRNA is hsa-miR-6822-3p with sequence AGGCUCUAACUGGCUUUCCCUGCA. The protein sequence of the target gene is MPSKFSCRQLREAGQCFESFLVVRGLDMETDRERLRTIYNRDFKISFGTPAPGFSSMLYGMKIANLAYVTKTRVRFFRLDRWADVRFPEKRRMKLGSDISKHHKSLLAKIFYDRAEYLHGKHGVDVEVQGPHEARDGQLLIRLDLNRKEVLTLRLRNGGTQSVTLTHLFPLCRTPQFAFYNEDQELPCPLGPGECYELHVHCKTSFVGYFPATVLWELLGPGESGSEGAGTFYIARFLAAVAHSPLAAQLKPMTPFKRTRITGNPVVTNRIEEGERPDRAKGYDLELSMALGTYYPPPRL.... Result: 0 (no interaction).